Dataset: Forward reaction prediction with 1.9M reactions from USPTO patents (1976-2016). Task: Predict the product of the given reaction. (1) Given the reactants C([O:8][C:9]1[CH:14]=[CH:13][C:12]([N:15]2[CH2:20][CH2:19][O:18][CH2:17][CH2:16]2)=[CH:11][C:10]=1[O:21][CH3:22])C1C=CC=CC=1, predict the reaction product. The product is: [CH3:22][O:21][C:10]1[CH:11]=[C:12]([N:15]2[CH2:16][CH2:17][O:18][CH2:19][CH2:20]2)[CH:13]=[CH:14][C:9]=1[OH:8]. (2) The product is: [C:1]1([N:7]2[CH2:12][CH2:11][N:10]([CH2:14][CH2:15][N:16]3[C:20](=[O:21])[C:19]4=[CH:22][CH:23]=[CH:24][CH:25]=[C:18]4[C:17]3=[O:26])[CH2:9][CH2:8]2)[CH:6]=[CH:5][CH:4]=[CH:3][CH:2]=1. Given the reactants [C:1]1([N:7]2[CH2:12][CH2:11][NH:10][CH2:9][CH2:8]2)[CH:6]=[CH:5][CH:4]=[CH:3][CH:2]=1.Br[CH2:14][CH2:15][N:16]1[C:20](=[O:21])[C:19]2=[CH:22][CH:23]=[CH:24][CH:25]=[C:18]2[C:17]1=[O:26].CCN(CC)CC.C([O-])([O-])=O.[K+].[K+], predict the reaction product. (3) Given the reactants [CH3:1][O:2][C:3]1[CH:4]=[CH:5][C:6]([C:14](=O)[C:15]2[CH:20]=[C:19]([CH2:21][CH2:22][CH3:23])[C:18]([O:24][CH3:25])=[CH:17][C:16]=2[CH2:26][CH2:27][CH3:28])=[C:7]([O:9][N:10]=C(C)C)[CH:8]=1, predict the reaction product. The product is: [CH3:1][O:2][C:3]1[CH:4]=[CH:5][C:6]2[C:14]([C:15]3[CH:20]=[C:19]([CH2:21][CH2:22][CH3:23])[C:18]([O:24][CH3:25])=[CH:17][C:16]=3[CH2:26][CH2:27][CH3:28])=[N:10][O:9][C:7]=2[CH:8]=1. (4) Given the reactants [NH2:1][C:2]1[CH:7]=[CH:6][CH:5]=[CH:4][C:3]=1[C:8]1[N:13]=[C:12]([CH3:14])[N:11]=[C:10]([N:15]([CH2:25][C:26]2[CH:31]=[CH:30][C:29]([O:32][CH3:33])=[CH:28][CH:27]=2)[CH2:16][C:17]2[CH:22]=[CH:21][C:20]([O:23][CH3:24])=[CH:19][CH:18]=2)[N:9]=1.[CH3:34][O:35][C:36]1[N:41]=[CH:40][C:39](B(O)O)=[CH:38][CH:37]=1.C(N(C(C)C)CC)(C)C, predict the reaction product. The product is: [CH3:33][O:32][C:29]1[CH:28]=[CH:27][C:26]([CH2:25][N:15]([CH2:16][C:17]2[CH:22]=[CH:21][C:20]([O:23][CH3:24])=[CH:19][CH:18]=2)[C:10]2[N:9]=[C:8]([C:3]3[CH:4]=[CH:5][CH:6]=[CH:7][C:2]=3[NH:1][C:39]3[CH:40]=[N:41][C:36]([O:35][CH3:34])=[CH:37][CH:38]=3)[N:13]=[C:12]([CH3:14])[N:11]=2)=[CH:31][CH:30]=1.